This data is from NCI-60 drug combinations with 297,098 pairs across 59 cell lines. The task is: Regression. Given two drug SMILES strings and cell line genomic features, predict the synergy score measuring deviation from expected non-interaction effect. (1) Drug 1: CC1CCC2CC(C(=CC=CC=CC(CC(C(=O)C(C(C(=CC(C(=O)CC(OC(=O)C3CCCCN3C(=O)C(=O)C1(O2)O)C(C)CC4CCC(C(C4)OC)OCCO)C)C)O)OC)C)C)C)OC. Drug 2: CN(CCCl)CCCl.Cl. Cell line: NCI-H522. Synergy scores: CSS=32.7, Synergy_ZIP=-6.36, Synergy_Bliss=-3.04, Synergy_Loewe=1.06, Synergy_HSA=1.92. (2) Drug 1: CC12CCC3C(C1CCC2=O)CC(=C)C4=CC(=O)C=CC34C. Drug 2: CN(C(=O)NC(C=O)C(C(C(CO)O)O)O)N=O. Cell line: SK-MEL-2. Synergy scores: CSS=31.3, Synergy_ZIP=0.771, Synergy_Bliss=-0.0273, Synergy_Loewe=-13.8, Synergy_HSA=0.756. (3) Drug 1: CS(=O)(=O)C1=CC(=C(C=C1)C(=O)NC2=CC(=C(C=C2)Cl)C3=CC=CC=N3)Cl. Drug 2: CC(C1=C(C=CC(=C1Cl)F)Cl)OC2=C(N=CC(=C2)C3=CN(N=C3)C4CCNCC4)N. Cell line: RPMI-8226. Synergy scores: CSS=-1.21, Synergy_ZIP=3.78, Synergy_Bliss=7.05, Synergy_Loewe=-5.35, Synergy_HSA=-2.34.